This data is from Reaction yield outcomes from USPTO patents with 853,638 reactions. The task is: Predict the reaction yield, written as a fraction of the theoretical maximum amount of product (1.0 means a 100% yield; for example, 0.34 means a 34% yield). (1) The reactants are [CH3:1][O:2][C:3]([C@@H:5]([N:13]1[CH2:21][C:17]2[CH:18]=[CH:19][S:20][C:16]=2[CH2:15][CH2:14]1)[C:6]1[CH:7]=[CH:8][CH:9]=[CH:10][C:11]=1[Cl:12])=[O:4].[S:22](=[O:26])(=[O:25])([OH:24])[OH:23]. The catalyst is C(O)(C)C. The product is [CH3:1][O:2][C:3]([C@@H:5]([N:13]1[CH2:21][C:17]2[CH:18]=[CH:19][S:20][C:16]=2[CH2:15][CH2:14]1)[C:6]1[C:11]([Cl:12])=[CH:10][CH:9]=[CH:8][CH:7]=1)=[O:4].[OH:25][S:22]([OH:26])(=[O:24])=[O:23]. The yield is 0.580. (2) The reactants are [F:1][C:2]1[CH:3]=[C:4]([C:8]2[N:13]=[CH:12][C:11]([C:14]([OH:16])=O)=[CH:10][N:9]=2)[CH:5]=[CH:6][CH:7]=1.CN(C(ON1N=NC2C=CC=NC1=2)=[N+](C)C)C.F[P-](F)(F)(F)(F)F.CCN(C(C)C)C(C)C.[NH2:50][C@H:51]1[C@@H:55]([OH:56])[CH2:54][N:53]([C:57]([O:59][C:60]([CH3:63])([CH3:62])[CH3:61])=[O:58])[CH2:52]1. The catalyst is CC#N.CN(C=O)C. The product is [F:1][C:2]1[CH:3]=[C:4]([C:8]2[N:9]=[CH:10][C:11]([C:14]([NH:50][C@H:51]3[C@@H:55]([OH:56])[CH2:54][N:53]([C:57]([O:59][C:60]([CH3:63])([CH3:62])[CH3:61])=[O:58])[CH2:52]3)=[O:16])=[CH:12][N:13]=2)[CH:5]=[CH:6][CH:7]=1. The yield is 0.800. (3) The reactants are [Br:1][C:2]1[CH:7]=[C:6]([C:8]2[N:13]=[CH:12][CH:11]=[CH:10][N:9]=2)[C:5]([NH:14]C(=O)C(C)(C)C)=[C:4]([N+:21]([O-:23])=[O:22])[CH:3]=1. The catalyst is Cl.O. The product is [Br:1][C:2]1[CH:7]=[C:6]([C:8]2[N:9]=[CH:10][CH:11]=[CH:12][N:13]=2)[C:5]([NH2:14])=[C:4]([N+:21]([O-:23])=[O:22])[CH:3]=1. The yield is 0.910. (4) The reactants are CS(O[CH:6]([C:16]1[C:21]([F:22])=[C:20]([Cl:23])[CH:19]=[C:18]([C:24](=[O:26])[CH3:25])[C:17]=1[O:27][CH2:28][CH3:29])[CH2:7][O:8][Si:9]([C:12]([CH3:15])([CH3:14])[CH3:13])([CH3:11])[CH3:10])(=O)=O.[N-:30]=[N+:31]=[N-:32].[Na+]. The catalyst is CS(C)=O.[Cl-].[Na+].O. The product is [N:30]([CH:6]([C:16]1[C:17]([O:27][CH2:28][CH3:29])=[C:18]([C:24](=[O:26])[CH3:25])[CH:19]=[C:20]([Cl:23])[C:21]=1[F:22])[CH2:7][O:8][Si:9]([C:12]([CH3:15])([CH3:14])[CH3:13])([CH3:11])[CH3:10])=[N+:31]=[N-:32]. The yield is 1.00. (5) The reactants are O[Li].[OH2:3].[NH:4]1[C:14]2[C:9](=[CH:10][CH:11]=[CH:12][CH:13]=2)[C:7](=O)[C:5]1=[O:6].C(O[CH2:19][C:20]([C:22]1[CH:27]=[CH:26][CH:25]=[CH:24][CH:23]=1)=O)(=O)C.[OH2:28]. The catalyst is COC(C)(C)C. The product is [OH:3][C:19]1[C:20]([C:22]2[CH:27]=[CH:26][CH:25]=[CH:24][CH:23]=2)=[N:4][C:14]2[C:9]([C:7]=1[C:5]([OH:6])=[O:28])=[CH:10][CH:11]=[CH:12][CH:13]=2. The yield is 0.820. (6) The reactants are [N+:1]([C:4]1[C:13]2[C:8](=[CH:9][CH:10]=[CH:11][CH:12]=2)[C:7]([N:14]2[CH2:19][CH2:18][NH:17][CH2:16][CH2:15]2)=[N:6][CH:5]=1)([O-:3])=[O:2].[CH:20]1([C:23](O)=[O:24])[CH2:22][CH2:21]1.CCN=C=NCCCN(C)C. The catalyst is CN(C1C=CN=CC=1)C.ClCCl. The product is [CH:20]1([C:23]([N:17]2[CH2:16][CH2:15][N:14]([C:7]3[C:8]4[C:13](=[CH:12][CH:11]=[CH:10][CH:9]=4)[C:4]([N+:1]([O-:3])=[O:2])=[CH:5][N:6]=3)[CH2:19][CH2:18]2)=[O:24])[CH2:22][CH2:21]1. The yield is 0.790. (7) The reactants are [O:1]1[CH:5]=[CH:4][CH:3]=[C:2]1[C:6]1[O:7][C:8]([CH3:36])=[C:9]([CH2:11][O:12][C:13]2[CH:33]=[CH:32][C:16]([CH2:17][O:18][C:19]3[C:23]([CH:24]=O)=[CH:22][N:21]([C:26]4[CH:31]=[CH:30][CH:29]=[CH:28][CH:27]=4)[N:20]=3)=[CH:15][C:14]=2[O:34][CH3:35])[N:10]=1.[Cl-].[CH3:38][C:39]1[S:40][CH:41]=[C:42]([CH2:44][P+](C2C=CC=CC=2)(C2C=CC=CC=2)C2C=CC=CC=2)[N:43]=1.C(=O)([O-])[O-].[K+].[K+].CN(C)C=O. The catalyst is O. The product is [O:1]1[CH:5]=[CH:4][CH:3]=[C:2]1[C:6]1[O:7][C:8]([CH3:36])=[C:9]([CH2:11][O:12][C:13]2[CH:33]=[CH:32][C:16]([CH2:17][O:18][C:19]3[C:23](/[CH:24]=[CH:44]\[C:42]4[N:43]=[C:39]([CH3:38])[S:40][CH:41]=4)=[CH:22][N:21]([C:26]4[CH:27]=[CH:28][CH:29]=[CH:30][CH:31]=4)[N:20]=3)=[CH:15][C:14]=2[O:34][CH3:35])[N:10]=1. The yield is 0.350. (8) The reactants are [CH3:1][O:2][CH2:3][CH2:4][O:5][CH2:6][CH2:7][O:8][CH2:9][CH2:10]O.C1C(=O)N([O:19][C:20]([O:22][N:23]2[C:28](=[O:29])[CH2:27][CH2:26][C:24]2=[O:25])=[O:21])C(=O)C1.C(N(CC)CC)C.C(OCC)(=O)C. The catalyst is C(#N)C. The product is [CH3:1][O:2][CH2:3][CH2:4][O:5][CH2:6][CH2:7][O:8][CH2:9][CH2:10][O:19][C:20](=[O:21])[O:22][N:23]1[C:24](=[O:25])[CH2:26][CH2:27][C:28]1=[O:29]. The yield is 0.200. (9) The reactants are C([O:3][C:4]([C:6]1[C:11]([NH:12][C:13]2[CH:18]=[CH:17][C:16]([I:19])=[CH:15][C:14]=2[F:20])=[CH:10][C:9](=[O:21])[N:8]([CH3:22])[CH:7]=1)=[O:5])C.[OH-].[Na+]. The catalyst is CCO. The product is [F:20][C:14]1[CH:15]=[C:16]([I:19])[CH:17]=[CH:18][C:13]=1[NH:12][C:11]1[C:6]([C:4]([OH:5])=[O:3])=[CH:7][N:8]([CH3:22])[C:9](=[O:21])[CH:10]=1. The yield is 0.960. (10) The reactants are [N:1]#[C:2][NH2:3].[CH3:4][O-].[Na+].CO.[Cl:9][C:10]1[CH:11]=[C:12]([N:16]=[C:17]=[S:18])[CH:13]=[CH:14][CH:15]=1.IC. No catalyst specified. The product is [Cl:9][C:10]1[CH:11]=[C:12]([NH:16]/[C:17](/[S:18][CH3:4])=[N:1]/[C:2]#[N:3])[CH:13]=[CH:14][CH:15]=1. The yield is 0.586.